Dataset: Catalyst prediction with 721,799 reactions and 888 catalyst types from USPTO. Task: Predict which catalyst facilitates the given reaction. (1) Reactant: C[Si](C)(C)[O:3][C:4]1[CH2:9][CH2:8][N:7]([C:10]([O:12][C:13]([CH3:16])([CH3:15])[CH3:14])=[O:11])[CH2:6][CH:5]=1.[B-](F)(F)(F)[F:20].[B-](F)(F)(F)F.C1[N+]2(CCl)CC[N+](F)(CC2)C1. Product: [F:20][CH:9]1[C:4](=[O:3])[CH2:5][CH2:6][N:7]([C:10]([O:12][C:13]([CH3:16])([CH3:15])[CH3:14])=[O:11])[CH2:8]1. The catalyst class is: 10. (2) Reactant: [NH2:1][C:2]1[C:7](=[O:8])[N:6]([CH3:9])[CH:5]=[C:4]([C:10]2[C:11]([CH3:29])=[C:12]([NH:16][C:17](=[O:28])[C:18]3[CH:23]=[CH:22][C:21]([C:24]([CH3:27])([CH3:26])[CH3:25])=[CH:20][CH:19]=3)[CH:13]=[CH:14][CH:15]=2)[CH:3]=1.Cl[C:31]1[N:36]=[N:35][C:34]([N:37]2[CH2:42][CH2:41][O:40][CH2:39][CH2:38]2)=[CH:33][CH:32]=1.CC1(C)C2C=CC=C(P(C3C=CC=CC=3)C3C=CC=CC=3)C=2OC2C1=CC=CC=2P(C1C=CC=CC=1)C1C=CC=CC=1.C([O-])([O-])=O.[Cs+].[Cs+]. Product: [C:24]([C:21]1[CH:20]=[CH:19][C:18]([C:17]([NH:16][C:12]2[CH:13]=[CH:14][CH:15]=[C:10]([C:4]3[CH:3]=[C:2]([NH:1][C:31]4[N:36]=[N:35][C:34]([N:37]5[CH2:38][CH2:39][O:40][CH2:41][CH2:42]5)=[CH:33][CH:32]=4)[C:7](=[O:8])[N:6]([CH3:9])[CH:5]=3)[C:11]=2[CH3:29])=[O:28])=[CH:23][CH:22]=1)([CH3:25])([CH3:26])[CH3:27]. The catalyst class is: 62. (3) Reactant: [F:1][C:2]1[CH:7]=[CH:6][C:5]([CH:8]2[O:12][C:11](=[O:13])[NH:10][CH:9]2[CH2:14][C:15]2[CH:20]=[CH:19][C:18]([C:21]([F:24])([F:23])[F:22])=[CH:17][CH:16]=2)=[CH:4][CH:3]=1.[H-].[Na+].[CH3:27]I. The catalyst class is: 35. Product: [F:1][C:2]1[CH:7]=[CH:6][C:5]([CH:8]2[O:12][C:11](=[O:13])[N:10]([CH3:27])[CH:9]2[CH2:14][C:15]2[CH:20]=[CH:19][C:18]([C:21]([F:22])([F:24])[F:23])=[CH:17][CH:16]=2)=[CH:4][CH:3]=1. (4) Reactant: [CH2:1]([O:3][C:4]1[CH:13]=[C:12]2[C:7]([CH:8]=[CH:9][C:10]([CH3:14])=[N:11]2)=[CH:6][C:5]=1[F:15])[CH3:2].[Se](=O)=[O:17].C(Cl)Cl.[O-]S([O-])(=O)=O.[Mg+2]. Product: [CH2:1]([O:3][C:4]1[CH:13]=[C:12]2[C:7]([CH:8]=[CH:9][C:10]([CH:14]=[O:17])=[N:11]2)=[CH:6][C:5]=1[F:15])[CH3:2]. The catalyst class is: 38. (5) Reactant: [Cl:1][C:2]1[CH:3]=[C:4]([N:11]([S:15]([C:18]2[CH:23]=[CH:22][C:21]([Cl:24])=[C:20]([C:25]([F:28])([F:27])[F:26])[CH:19]=2)(=[O:17])=[O:16])[CH2:12][O:13][CH3:14])[C:5]([C:8](O)=[O:9])=[N:6][CH:7]=1.C[CH:30]1[O:35][CH2:34][CH2:33][NH:32][CH2:31]1.[CH3:36]CN(C(C)C)C(C)C.CCCP1(OP(CCC)(=O)OP(CCC)(=O)O1)=O. Product: [Cl:24][C:21]1[CH:22]=[CH:23][C:18]([S:15]([N:11]([C:4]2[C:5]([C:8]([N:32]3[CH2:33][CH2:34][O:35][CH2:30][CH:31]3[CH3:36])=[O:9])=[N:6][CH:7]=[C:2]([Cl:1])[CH:3]=2)[CH2:12][O:13][CH3:14])(=[O:17])=[O:16])=[CH:19][C:20]=1[C:25]([F:27])([F:26])[F:28]. The catalyst class is: 2.